Task: Predict which catalyst facilitates the given reaction.. Dataset: Catalyst prediction with 721,799 reactions and 888 catalyst types from USPTO (1) Product: [CH:23]1([N:22]2[C:21]3[CH:29]=[CH:30][C:31]([C:33]([OH:35])=[O:34])=[CH:32][C:20]=3[N:19]=[C:18]2[C:13]2[CH:14]=[C:15]3[C:10](=[CH:11][CH:12]=2)[N:9]=[C:47]([C:44]2[C:43]4[CH:50]=[C:39]([O:38][CH3:37])[CH:40]=[CH:41][C:42]=4[O:46][CH:45]=2)[CH:48]=[CH:16]3)[CH2:24][CH2:25][CH2:26][CH2:27][CH2:28]1. Reactant: BrC1C=CC(O)=C(C2C=[CH:16][C:15]3[C:10](=[CH:11][CH:12]=[C:13]([C:18]4[N:22]([CH:23]5[CH2:28][CH2:27][CH2:26][CH2:25][CH2:24]5)[C:21]5[CH:29]=[CH:30][C:31]([C:33]([OH:35])=[O:34])=[CH:32][C:20]=5[N:19]=4)[CH:14]=3)[N:9]=2)C=1.[CH3:37][O:38][C:39]1[CH:40]=[CH:41][C:42]2[O:46][CH:45]=[C:44]([C:47](=O)[CH3:48])[C:43]=2[CH:50]=1.[OH-].[K+]. The catalyst class is: 8. (2) Reactant: C([O:9][CH2:10][CH:11]([NH:37][C:38]1[CH:43]=[CH:42][CH:41]=[CH:40][CH:39]=1)[CH2:12][CH2:13][CH2:14][C:15]1[CH:20]=[CH:19][C:18]([O:21][C:22]2[CH:27]=[CH:26][CH:25]=[C:24]([O:28][CH2:29][C:30]3[CH:35]=[CH:34][CH:33]=[CH:32][CH:31]=3)[CH:23]=2)=[CH:17][C:16]=1[Cl:36])(=O)C1C=CC=CC=1.[OH-].[Na+].O. Product: [CH2:29]([O:28][C:24]1[CH:23]=[C:22]([CH:27]=[CH:26][CH:25]=1)[O:21][C:18]1[CH:19]=[CH:20][C:15]([CH2:14][CH2:13][CH2:12][CH:11]([NH:37][C:38]2[CH:43]=[CH:42][CH:41]=[CH:40][CH:39]=2)[CH2:10][OH:9])=[C:16]([Cl:36])[CH:17]=1)[C:30]1[CH:31]=[CH:32][CH:33]=[CH:34][CH:35]=1. The catalyst class is: 8.